This data is from Catalyst prediction with 721,799 reactions and 888 catalyst types from USPTO. The task is: Predict which catalyst facilitates the given reaction. (1) Reactant: [O:1]1[C:7](=[O:8])[CH2:6][CH2:5][CH2:4][C:3]2[CH:9]=[CH:10][CH:11]=[CH:12][C:2]1=2.[CH3:13][NH2:14]. Product: [OH:1][C:2]1[CH:12]=[CH:11][CH:10]=[CH:9][C:3]=1[CH2:4][CH2:5][CH2:6][C:7]([NH:14][CH3:13])=[O:8]. The catalyst class is: 32. (2) Reactant: [Br:1]N1C(=O)CCC1=O.[C:9]1([N:15]2[CH2:21][CH2:20][CH2:19][CH2:18][CH2:17][CH2:16]2)[CH:14]=[CH:13][CH:12]=[CH:11][CH:10]=1. Product: [Br:1][C:12]1[CH:13]=[CH:14][C:9]([N:15]2[CH2:21][CH2:20][CH2:19][CH2:18][CH2:17][CH2:16]2)=[CH:10][CH:11]=1. The catalyst class is: 3. (3) Reactant: N#N.[Br:3][C:4]1[CH:9]=[C:8]([CH:10]=[O:11])[CH:7]=[CH:6][N:5]=1.[BH4-].[Na+].O. Product: [Br:3][C:4]1[CH:9]=[C:8]([CH2:10][OH:11])[CH:7]=[CH:6][N:5]=1. The catalyst class is: 5. (4) Reactant: [Cl:1][C:2]1[CH:3]=[C:4]([CH:24]=[CH:25][CH:26]=1)[CH2:5][O:6][C:7]1[CH:16]=[C:15]2[C:10]([CH:11]=[C:12]([CH2:18][C:19]([O:21][CH2:22][CH3:23])=[O:20])[C:13](=O)[NH:14]2)=[CH:9][CH:8]=1.C(Cl)(=O)C([Cl:30])=O.CN(C=O)C. Product: [Cl:30][C:13]1[C:12]([CH2:18][C:19]([O:21][CH2:22][CH3:23])=[O:20])=[CH:11][C:10]2[C:15](=[CH:16][C:7]([O:6][CH2:5][C:4]3[CH:24]=[CH:25][CH:26]=[C:2]([Cl:1])[CH:3]=3)=[CH:8][CH:9]=2)[N:14]=1. The catalyst class is: 22. (5) Reactant: [CH3:1][C:2]1([CH3:26])[O:6][C@H:5]([CH2:7][O:8][C:9]2[CH:14]=[CH:13][C:12]([CH2:15][CH2:16][CH2:17]/[CH:18]=[N:19]/[S:20]([C:22]([CH3:25])([CH3:24])[CH3:23])=[O:21])=[CH:11][CH:10]=2)[CH2:4][O:3]1.[CH:27]([Mg]Br)=[CH2:28]. Product: [CH3:1][C:2]1([CH3:26])[O:6][C@H:5]([CH2:7][O:8][C:9]2[CH:10]=[CH:11][C:12]([CH2:15][CH2:16][CH2:17][CH:18]([NH:19][S:20]([C:22]([CH3:25])([CH3:24])[CH3:23])=[O:21])[CH:27]=[CH2:28])=[CH:13][CH:14]=2)[CH2:4][O:3]1. The catalyst class is: 1. (6) Reactant: C[O:2][C:3](=[O:49])[C@H:4]([NH:27][S:28]([C:31]1[CH:48]=[CH:47][C:34]2[N:35]=[C:36]([S:38][C:39]3[CH:44]=[CH:43][C:42]([O:45][CH3:46])=[CH:41][CH:40]=3)[S:37][C:33]=2[CH:32]=1)(=[O:30])=[O:29])[CH2:5][C:6]1[CH:11]=[CH:10][C:9]([O:12][CH2:13][CH2:14][CH2:15][N:16]2[C:20](=[O:21])[C:19]3=[CH:22][CH:23]=[CH:24][CH:25]=[C:18]3[C:17]2=[O:26])=[CH:8][CH:7]=1.[Li+].[OH-]. Product: [CH3:46][O:45][C:42]1[CH:41]=[CH:40][C:39]([S:38][C:36]2[S:37][C:33]3[CH:32]=[C:31]([S:28]([NH:27][C@H:4]([CH2:5][C:6]4[CH:11]=[CH:10][C:9]([O:12][CH2:13][CH2:14][CH2:15][N:16]5[C:20](=[O:21])[C:19]6=[CH:22][CH:23]=[CH:24][CH:25]=[C:18]6[C:17]5=[O:26])=[CH:8][CH:7]=4)[C:3]([OH:49])=[O:2])(=[O:29])=[O:30])[CH:48]=[CH:47][C:34]=3[N:35]=2)=[CH:44][CH:43]=1. The catalyst class is: 20. (7) Reactant: Cl.[CH3:2][O:3][C:4]([C@H:6]1[CH2:11][CH2:10][C@H:9]([NH2:12])[CH2:8][CH2:7]1)=[O:5].C(N(CC)CC)C.[CH3:20][C:21]([O:24][C:25](O[C:25]([O:24][C:21]([CH3:23])([CH3:22])[CH3:20])=[O:26])=[O:26])([CH3:23])[CH3:22]. Product: [CH3:2][O:3][C:4]([C@H:6]1[CH2:11][CH2:10][C@H:9]([NH:12][C:25]([O:24][C:21]([CH3:23])([CH3:22])[CH3:20])=[O:26])[CH2:8][CH2:7]1)=[O:5]. The catalyst class is: 2. (8) Reactant: [CH2:1]([N:8]1[CH2:13][CH2:12][NH:11][CH2:10][CH:9]1[C:14]1[N:19]=[C:18]([CH:20]2[CH2:25][NH:24][CH2:23][CH2:22][N:21]2[CH2:26][C:27]2[CH:32]=[CH:31][CH:30]=[CH:29][CH:28]=2)[CH:17]=[C:16](Cl)[N:15]=1)[C:2]1[CH:7]=[CH:6][CH:5]=[CH:4][CH:3]=1.[NH2:34][NH2:35]. Product: [CH2:1]([N:8]1[CH2:13][CH2:12][NH:11][CH2:10][CH:9]1[C:14]1[N:19]=[C:18]([CH:20]2[CH2:25][NH:24][CH2:23][CH2:22][N:21]2[CH2:26][C:27]2[CH:32]=[CH:31][CH:30]=[CH:29][CH:28]=2)[CH:17]=[C:16]([NH:34][NH2:35])[N:15]=1)[C:2]1[CH:7]=[CH:6][CH:5]=[CH:4][CH:3]=1. The catalyst class is: 12. (9) Reactant: [NH:1]1[CH2:6][CH2:5][CH:4]([N:7]2[C:15]3[C:10](=[N:11][CH:12]=[CH:13][CH:14]=3)[NH:9][C:8]2=[O:16])[CH2:3][CH2:2]1.Cl[C:18]1[CH:23]=[C:22]([C:24]([N:26]2[C:34]3[C:29](=[C:30]([F:36])[C:31]([F:35])=[CH:32][CH:33]=3)[CH2:28][CH2:27]2)=[O:25])[CH:21]=[C:20]([O:37][CH3:38])[N:19]=1. Product: [F:36][C:30]1[C:31]([F:35])=[CH:32][CH:33]=[C:34]2[C:29]=1[CH2:28][CH2:27][N:26]2[C:24]([C:22]1[CH:21]=[C:20]([O:37][CH3:38])[N:19]=[C:18]([N:1]2[CH2:2][CH2:3][CH:4]([N:7]3[C:15]4[C:10](=[N:11][CH:12]=[CH:13][CH:14]=4)[NH:9][C:8]3=[O:16])[CH2:5][CH2:6]2)[CH:23]=1)=[O:25]. The catalyst class is: 37. (10) Reactant: [Cl-].O[NH3+:3].[C:4](=[O:7])([O-])[OH:5].[Na+].CS(C)=O.[O:13]=[C:14]1[C:19]([CH2:20][C:21]2[CH:26]=[CH:25][C:24]([C:27]3[C:28]([C:33]#[N:34])=[CH:29][CH:30]=[CH:31][CH:32]=3)=[CH:23][CH:22]=2)=[C:18]([CH2:35][CH2:36][CH3:37])[N:17]2[N:38]=[CH:39][CH:40]=[C:16]2[N:15]1[C@H:41]1[CH2:46][CH2:45][C@H:44]([O:47][CH2:48][CH:49]([OH:54])[C:50]([F:53])([F:52])[F:51])[CH2:43][CH2:42]1. Product: [O:7]=[C:4]1[O:5][N:3]=[C:33]([C:28]2[CH:29]=[CH:30][CH:31]=[CH:32][C:27]=2[C:24]2[CH:25]=[CH:26][C:21]([CH2:20][C:19]3[C:14](=[O:13])[N:15]([C@H:41]4[CH2:46][CH2:45][C@H:44]([O:47][CH2:48][CH:49]([OH:54])[C:50]([F:53])([F:52])[F:51])[CH2:43][CH2:42]4)[C:16]4[N:17]([N:38]=[CH:39][CH:40]=4)[C:18]=3[CH2:35][CH2:36][CH3:37])=[CH:22][CH:23]=2)[NH:34]1. The catalyst class is: 13.